Dataset: Forward reaction prediction with 1.9M reactions from USPTO patents (1976-2016). Task: Predict the product of the given reaction. (1) Given the reactants [Cl:1][C:2]1[C:6]([OH:7])=[N:5][S:4][N:3]=1.[CH2:8]([CH:10]1[O:12][CH2:11]1)Cl, predict the reaction product. The product is: [Cl:1][C:2]1[C:6]([O:7][CH2:8][CH:10]2[O:12][CH2:11]2)=[N:5][S:4][N:3]=1. (2) Given the reactants [Cl:1][C:2]1[CH:3]=[CH:4][C:5]2[N:11]3[CH:12]=[CH:13][CH:14]=[C:10]3[C@@H:9]([CH2:15][CH2:16][N:17]3[N:21]=[N:20][C:19]([C:22]4([C:25]([O:27]CC)=[O:26])[CH2:24][CH2:23]4)=[N:18]3)[O:8][C@H:7]([C:30]3[CH:35]=[CH:34][CH:33]=[C:32]([O:36][CH3:37])[C:31]=3[O:38][CH3:39])[C:6]=2[CH:40]=1.C(=O)([O-])[O-].[K+].[K+], predict the reaction product. The product is: [Cl:1][C:2]1[CH:3]=[CH:4][C:5]2[N:11]3[CH:12]=[CH:13][CH:14]=[C:10]3[C@@H:9]([CH2:15][CH2:16][N:17]3[N:21]=[N:20][C:19]([C:22]4([C:25]([OH:27])=[O:26])[CH2:24][CH2:23]4)=[N:18]3)[O:8][C@H:7]([C:30]3[CH:35]=[CH:34][CH:33]=[C:32]([O:36][CH3:37])[C:31]=3[O:38][CH3:39])[C:6]=2[CH:40]=1.